From a dataset of Retrosynthesis with 50K atom-mapped reactions and 10 reaction types from USPTO. Predict the reactants needed to synthesize the given product. (1) Given the product COC(=O)C(C)(C)CN1CCN(C2=Nc3ccc(Cl)cc3Cn3cc(C)cc32)CC1, predict the reactants needed to synthesize it. The reactants are: COC(=O)C(C)(C)CN1CCNCC1.Cc1cc2n(c1)Cc1cc(Cl)ccc1N=C2Cl. (2) Given the product O=C(Nc1cnc(OCC2CC2)c(-c2ccc(Cl)cc2)c1)c1ccncc1, predict the reactants needed to synthesize it. The reactants are: Nc1cnc(OCC2CC2)c(-c2ccc(Cl)cc2)c1.O=C(O)c1ccncc1. (3) The reactants are: CCO.COc1ccc2cc(C(C)C(=O)O)ccc2c1. Given the product CCOC(=O)C(C)c1ccc2cc(OC)ccc2c1, predict the reactants needed to synthesize it.